This data is from Reaction yield outcomes from USPTO patents with 853,638 reactions. The task is: Predict the reaction yield, written as a fraction of the theoretical maximum amount of product (1.0 means a 100% yield; for example, 0.34 means a 34% yield). (1) The reactants are [F:1][C:2]1[CH:3]=[C:4]([CH:7]=[CH:8][CH:9]=1)[CH:5]=O.Cl.[NH2:11][OH:12].[OH-].[Na+]. The catalyst is C(O)C.O. The product is [F:1][C:2]1[CH:3]=[C:4]([CH:7]=[CH:8][CH:9]=1)/[CH:5]=[N:11]\[OH:12]. The yield is 0.930. (2) The reactants are [Cl:1][C:2]1[CH:3]=[C:4]([N:22]([CH3:29])[CH:23]2[CH2:28][CH2:27][NH:26][CH2:25][CH2:24]2)[C:5]([CH3:21])=[C:6]([CH:20]=1)[C:7]([NH:9][CH2:10][C:11]1[C:12](=[O:19])[NH:13][C:14]([CH3:18])=[CH:15][C:16]=1[CH3:17])=[O:8].C=O.[C:32]([BH3-])#N.[Na+]. The catalyst is CO. The product is [Cl:1][C:2]1[CH:3]=[C:4]([N:22]([CH3:29])[CH:23]2[CH2:28][CH2:27][N:26]([CH3:32])[CH2:25][CH2:24]2)[C:5]([CH3:21])=[C:6]([CH:20]=1)[C:7]([NH:9][CH2:10][C:11]1[C:12](=[O:19])[NH:13][C:14]([CH3:18])=[CH:15][C:16]=1[CH3:17])=[O:8]. The yield is 0.240. (3) The reactants are [Cl:1][C:2]1[CH:3]=[C:4](B(O)O)[CH:5]=[CH:6][C:7]=1[Cl:8].[CH3:12][C:13]1[N:14]=[CH:15][NH:16][C:17]=1[C:18]([O:20][CH2:21][CH3:22])=[O:19]. The catalyst is C(Cl)Cl.C([O-])(=O)C.[Cu+2].C([O-])(=O)C. The product is [CH2:21]([O:20][C:18]([C:17]1[N:16]([C:4]2[CH:5]=[CH:6][C:7]([Cl:8])=[C:2]([Cl:1])[CH:3]=2)[CH:15]=[N:14][C:13]=1[CH3:12])=[O:19])[CH3:22].[CH2:21]([O:20][C:18]([C:17]1[N:16]=[CH:15][N:14]([C:4]2[CH:5]=[CH:6][C:7]([Cl:8])=[C:2]([Cl:1])[CH:3]=2)[C:13]=1[CH3:12])=[O:19])[CH3:22]. The yield is 0.220. (4) The reactants are [O:1]1[CH2:6][CH2:5][CH:4]([O:7][C:8]2[C:13]3[C:14]([C:36]4[CH:41]=[CH:40][N:39]=[C:38]([C:42](O)=[O:43])[CH:37]=4)=[N:15][N:16]([C:17]([C:30]4[CH:35]=[CH:34][CH:33]=[CH:32][CH:31]=4)([C:24]4[CH:29]=[CH:28][CH:27]=[CH:26][CH:25]=4)[C:18]4[CH:23]=[CH:22][CH:21]=[CH:20][CH:19]=4)[C:12]=3[CH:11]=[CH:10][N:9]=2)[CH2:3][CH2:2]1.Cl.[CH3:46][NH:47][CH3:48].CN(C(ON1N=NC2C=CC=NC1=2)=[N+](C)C)C.F[P-](F)(F)(F)(F)F.CCN(C(C)C)C(C)C. The catalyst is CN(C=O)C.O.C(OCC)(=O)C. The product is [CH3:46][N:47]([CH3:48])[C:42](=[O:43])[C:38]1[CH:37]=[C:36]([C:14]2[C:13]3[C:8]([O:7][CH:4]4[CH2:3][CH2:2][O:1][CH2:6][CH2:5]4)=[N:9][CH:10]=[CH:11][C:12]=3[N:16]([C:17]([C:30]3[CH:35]=[CH:34][CH:33]=[CH:32][CH:31]=3)([C:18]3[CH:19]=[CH:20][CH:21]=[CH:22][CH:23]=3)[C:24]3[CH:25]=[CH:26][CH:27]=[CH:28][CH:29]=3)[N:15]=2)[CH:41]=[CH:40][N:39]=1. The yield is 0.680.